This data is from Forward reaction prediction with 1.9M reactions from USPTO patents (1976-2016). The task is: Predict the product of the given reaction. (1) Given the reactants [NH2:1][C:2]1[CH:42]=[C:41]([CH3:43])[CH:40]=[CH:39][C:3]=1[CH2:4][O:5][CH:6]1[CH:11]([C:12]2[CH:17]=[CH:16][C:15]([O:18][CH2:19][CH2:20][CH2:21][O:22][CH2:23][C:24]3[CH:29]=[CH:28][CH:27]=[CH:26][C:25]=3[O:30][CH3:31])=[CH:14][CH:13]=2)[CH2:10][CH2:9][N:8]([C:32]([O:34][C:35]([CH3:38])([CH3:37])[CH3:36])=[O:33])[CH2:7]1.[CH3:44][O:45][CH2:46][CH2:47][CH2:48][C:49](Cl)=[O:50], predict the reaction product. The product is: [CH3:31][O:30][C:25]1[CH:26]=[CH:27][CH:28]=[CH:29][C:24]=1[CH2:23][O:22][CH2:21][CH2:20][CH2:19][O:18][C:15]1[CH:16]=[CH:17][C:12]([CH:11]2[CH2:10][CH2:9][N:8]([C:32]([O:34][C:35]([CH3:38])([CH3:37])[CH3:36])=[O:33])[CH2:7][CH:6]2[O:5][CH2:4][C:3]2[CH:39]=[CH:40][C:41]([CH3:43])=[CH:42][C:2]=2[NH:1][C:49](=[O:50])[CH2:48][CH2:47][CH2:46][O:45][CH3:44])=[CH:13][CH:14]=1. (2) Given the reactants [C:1]1([CH2:7][CH2:8][CH2:9][CH2:10][PH:11](=[O:13])[OH:12])[CH:6]=[CH:5][CH:4]=[CH:3][CH:2]=1.CCN(C(C)C)C(C)C.C[Si](Cl)(C)C.[CH3:28][O:29][C:30](=[O:47])[C:31]([C:33]1[CH:38]=[CH:37][CH:36]=[C:35]([NH:39][C:40]([O:42][C:43]([CH3:46])([CH3:45])[CH3:44])=[O:41])[CH:34]=1)=[CH2:32], predict the reaction product. The product is: [CH3:28][O:29][C:30](=[O:47])[CH:31]([C:33]1[CH:38]=[CH:37][CH:36]=[C:35]([NH:39][C:40]([O:42][C:43]([CH3:46])([CH3:45])[CH3:44])=[O:41])[CH:34]=1)[CH2:32][P:11]([CH2:10][CH2:9][CH2:8][CH2:7][C:1]1[CH:6]=[CH:5][CH:4]=[CH:3][CH:2]=1)([OH:12])=[O:13].